From a dataset of Retrosynthesis with 50K atom-mapped reactions and 10 reaction types from USPTO. Predict the reactants needed to synthesize the given product. (1) Given the product O=C(NC1CC1)[C@@H]1CCCN1, predict the reactants needed to synthesize it. The reactants are: O=C(NC1CC1)[C@@H]1CCCN1C(=O)OCc1ccccc1. (2) Given the product CN1C(=O)CCCc2cc(Nc3ncc(Cl)c(Nc4ccc(N5CCOCC5)cc4C(N)=O)n3)ccc21, predict the reactants needed to synthesize it. The reactants are: CN1C(=O)CCCc2cc(N)ccc21.NC(=O)c1cc(N2CCOCC2)ccc1Nc1nc(Cl)ncc1Cl. (3) Given the product CNc1cccc2c3c(ccc12)C(c1cc(Br)c(OC)c(OC)c1)C(C#N)=C(N)O3, predict the reactants needed to synthesize it. The reactants are: CI.COc1cc(C2C(C#N)=C(N)Oc3c2ccc2c(N)cccc32)cc(Br)c1OC.